The task is: Predict the reactants needed to synthesize the given product.. This data is from Full USPTO retrosynthesis dataset with 1.9M reactions from patents (1976-2016). Given the product [F:17][C:16]([F:19])([F:18])[C:12]1[CH:13]=[C:14]2[S:15][C:7]([CH2:6][N:23]3[CH2:22][CH2:21][N:20]([C:26]4[CH:27]=[CH:28][C:29]([OH:32])=[CH:30][CH:31]=4)[CH2:25][CH2:24]3)=[CH:8][C:9]2=[N:10][CH:11]=1, predict the reactants needed to synthesize it. The reactants are: CS(O[CH2:6][C:7]1[S:15][C:14]2[C:9](=[N:10][CH:11]=[C:12]([C:16]([F:19])([F:18])[F:17])[CH:13]=2)[CH:8]=1)(=O)=O.[N:20]1([C:26]2[CH:31]=[CH:30][C:29]([OH:32])=[CH:28][CH:27]=2)[CH2:25][CH2:24][NH:23][CH2:22][CH2:21]1.